Dataset: Full USPTO retrosynthesis dataset with 1.9M reactions from patents (1976-2016). Task: Predict the reactants needed to synthesize the given product. (1) Given the product [NH2:30][CH:31]([C:35]1[CH:40]=[CH:39][CH:38]=[CH:37][CH:36]=1)[C:32]([N:11]([CH2:10][CH2:9][C:6]1[CH:7]=[CH:8][C:3]([C:2]([F:21])([F:22])[F:1])=[CH:4][CH:5]=1)[C:12]1[C:17]([CH3:18])=[CH:16][C:15]([CH3:19])=[CH:14][C:13]=1[CH3:20])=[O:33], predict the reactants needed to synthesize it. The reactants are: [F:1][C:2]([F:22])([F:21])[C:3]1[CH:8]=[CH:7][C:6]([CH2:9][CH2:10][NH:11][C:12]2[C:17]([CH3:18])=[CH:16][C:15]([CH3:19])=[CH:14][C:13]=2[CH3:20])=[CH:5][CH:4]=1.C(OC([NH:30][CH:31]([C:35]1[CH:40]=[CH:39][CH:38]=[CH:37][CH:36]=1)[C:32](O)=[O:33])=O)(C)(C)C. (2) Given the product [O:42]1[CH2:1][CH2:7][CH:8]([CH2:9][NH:10][C:29]([C:26]2[N:27]=[N:28][C:23]([NH:22][C:20]([N:12]3[CH2:11][C:19]4[CH:18]=[CH:17][N:16]=[CH:15][C:14]=4[CH2:13]3)=[O:21])=[CH:24][CH:25]=2)=[O:31])[CH2:41]1, predict the reactants needed to synthesize it. The reactants are: [C:1]1([CH2:7][CH2:8][CH2:9][NH2:10])C=CC=CC=1.[CH2:11]1[C:19]2[CH:18]=[CH:17][N:16]=[CH:15][C:14]=2[CH2:13][N:12]1[C:20]([NH:22][C:23]1[N:28]=[N:27][C:26]([C:29]([OH:31])=O)=[CH:25][CH:24]=1)=[O:21].C1C2C(=CC=CC=2)CN1[C:41](NC1C=CC(C(O)=O)=CC=1)=[O:42]. (3) Given the product [Cl:14][C:2]1[C:11]2[C:6](=[CH:7][CH:8]=[CH:9][CH:10]=2)[N:5]=[CH:4][N:3]=1, predict the reactants needed to synthesize it. The reactants are: O[C:2]1[C:11]2[C:6](=[CH:7][CH:8]=[CH:9][CH:10]=2)[N:5]=[CH:4][N:3]=1.O=P(Cl)(Cl)[Cl:14]. (4) The reactants are: FC(F)(F)C(O)=O.[CH3:8][CH:9]([CH3:26])[CH2:10][C@@H:11]([B:13]1[O:17][C@@H:16]2[CH2:18][C@@H:19]3[CH2:22][C@H:21]([C@:15]2([CH3:25])[O:14]1)[C:20]3([CH3:24])[CH3:23])[NH2:12].F[B-](F)(F)F.N1(OC(N(C)C)=[N+](C)C)C2C=CC=CC=2N=N1.[C:49]([O:53][C:54]([NH:56][C@H:57]([C:65](O)=[O:66])[CH2:58][C:59]1[CH:64]=[CH:63][CH:62]=[CH:61][CH:60]=1)=[O:55])([CH3:52])([CH3:51])[CH3:50].C(N(CC)C(C)C)(C)C. Given the product [CH3:8][CH:9]([CH3:26])[CH2:10][C@@H:11]([NH:12][C:65](=[O:66])[CH:57]([NH:56][C:54](=[O:55])[O:53][C:49]([CH3:50])([CH3:51])[CH3:52])[CH2:58][C:59]1[CH:64]=[CH:63][CH:62]=[CH:61][CH:60]=1)[B:13]1[O:17][C@H:16]2[CH2:18][C@@H:19]3[CH2:22][C@H:21]([C@:15]2([CH3:25])[O:14]1)[C:20]3([CH3:24])[CH3:23], predict the reactants needed to synthesize it. (5) Given the product [CH:11]1([CH2:17][O:18][C:2]2[CH:10]=[CH:9][C:5]([C:6]([OH:8])=[O:7])=[CH:4][N:3]=2)[CH2:16][CH2:15][CH2:14][CH2:13][CH2:12]1, predict the reactants needed to synthesize it. The reactants are: Cl[C:2]1[CH:10]=[CH:9][C:5]([C:6]([OH:8])=[O:7])=[CH:4][N:3]=1.[CH:11]1([CH2:17][OH:18])[CH2:16][CH2:15][CH2:14][CH2:13][CH2:12]1.[H-].[Na+].